Dataset: Catalyst prediction with 721,799 reactions and 888 catalyst types from USPTO. Task: Predict which catalyst facilitates the given reaction. (1) Reactant: [NH:1]1[CH:5]=[CH:4][C:3]([CH:6]=O)=[N:2]1.[NH2:8][CH2:9][C:10]1[CH:37]=[CH:36][C:13]([CH2:14][N:15]([CH2:26][C:27]2[NH:31][C:30]3[CH:32]=[CH:33][CH:34]=[CH:35][C:29]=3[N:28]=2)[CH:16]2[C:25]3[N:24]=[CH:23][CH:22]=[CH:21][C:20]=3[CH2:19][CH2:18][CH2:17]2)=[CH:12][CH:11]=1.[BH4-].[Na+]. Product: [NH:28]1[C:29]2[CH:35]=[CH:34][CH:33]=[CH:32][C:30]=2[N:31]=[C:27]1[CH2:26][N:15]([CH2:14][C:13]1[CH:36]=[CH:37][C:10]([CH2:9][NH:8][CH2:6][C:3]2[CH:4]=[CH:5][NH:1][N:2]=2)=[CH:11][CH:12]=1)[CH:16]1[C:25]2[N:24]=[CH:23][CH:22]=[CH:21][C:20]=2[CH2:19][CH2:18][CH2:17]1. The catalyst class is: 5. (2) Reactant: [OH:1][C:2]1[C:11]([C:12]2[S:13][CH:14]=[CH:15][N:16]=2)=[CH:10][C:9]2[N:8]=[C:7]([C:17]3[S:18][CH:19]=[CH:20][N:21]=3)[CH:6]=[N:5][C:4]=2[C:3]=1[C:22](O)=[O:23].Cl.C([NH:28][CH2:29][C:30]([OH:32])=[O:31])C.[CH2:33](N(CC)CC)[CH3:34].C1CN([P+](ON2N=NC3C=CC=CC2=3)(N2CCCC2)N2CCCC2)CC1.F[P-](F)(F)(F)(F)F. Product: [OH:1][C:2]1[C:3]([C:22]([NH:28][CH2:29][C:30]([O:32][CH2:33][CH3:34])=[O:31])=[O:23])=[C:4]2[C:9](=[CH:10][C:11]=1[C:12]1[S:13][CH:14]=[CH:15][N:16]=1)[N:8]=[C:7]([C:17]1[S:18][CH:19]=[CH:20][N:21]=1)[CH:6]=[N:5]2. The catalyst class is: 9. (3) Reactant: [Cl-].[C:2]1(=[O:12])[NH:6][C:5](=[O:7])[C:4]2=[CH:8][CH:9]=[CH:10][CH:11]=[C:3]12.[K]. Product: [C:2]1(=[O:12])[NH:6][C:5](=[O:7])[C:4]2=[CH:8][CH:9]=[CH:10][CH:11]=[C:3]12. The catalyst class is: 3. (4) Reactant: [NH2:1][C:2]1[C:11](Br)=[N:10][C:9]([Br:13])=[CH:8][C:3]=1[C:4]([O:6][CH3:7])=[O:5].[CH3:14][O:15][C:16]1[N:21]=[CH:20][C:19](B(O)O)=[CH:18][CH:17]=1.[F-].[Cs+]. Product: [NH2:1][C:2]1[C:11]([C:19]2[CH:20]=[N:21][C:16]([O:15][CH3:14])=[CH:17][CH:18]=2)=[N:10][C:9]([Br:13])=[CH:8][C:3]=1[C:4]([O:6][CH3:7])=[O:5]. The catalyst class is: 492. (5) Reactant: C[O:2][C:3]1[CH:8]=[CH:7][C:6]([O:9]C)=[CH:5][C:4]=1[CH2:11][NH:12][C:13](=[O:20])[C:14]1[CH:19]=[CH:18][CH:17]=[CH:16][CH:15]=1.B(Br)(Br)Br. Product: [OH:2][C:3]1[CH:8]=[CH:7][C:6]([OH:9])=[CH:5][C:4]=1[CH2:11][NH:12][C:13](=[O:20])[C:14]1[CH:15]=[CH:16][CH:17]=[CH:18][CH:19]=1. The catalyst class is: 2. (6) Reactant: [CH3:1][C:2]([CH3:27])([CH3:26])[C:3]([O:5][CH2:6][N:7]1[C:15]2[N:14]=[CH:13][NH:12][C:11]=2[C:10](=[O:16])[N:9]([CH2:17][O:18][C:19](=[O:24])[C:20]([CH3:23])([CH3:22])[CH3:21])[C:8]1=[O:25])=[O:4].[Cl:28]N1C(=O)CCC1=O. Product: [Cl:28][C:13]1[NH:12][C:11]2[C:10](=[O:16])[N:9]([CH2:17][O:18][C:19](=[O:24])[C:20]([CH3:21])([CH3:23])[CH3:22])[C:8](=[O:25])[N:7]([CH2:6][O:5][C:3](=[O:4])[C:2]([CH3:27])([CH3:26])[CH3:1])[C:15]=2[N:14]=1. The catalyst class is: 42. (7) Reactant: [CH3:1][C:2]1[CH:3]=[C:4]([CH:9]=[CH:10][C:11]=1[N:12]1[C:18](=[O:19])[CH2:17][CH2:16][O:15][CH2:14][CH2:13]1)[C:5]([O:7]C)=[O:6].[OH-].[Li+].O. Product: [CH3:1][C:2]1[CH:3]=[C:4]([CH:9]=[CH:10][C:11]=1[N:12]1[C:18](=[O:19])[CH2:17][CH2:16][O:15][CH2:14][CH2:13]1)[C:5]([OH:7])=[O:6]. The catalyst class is: 8. (8) Reactant: [CH3:1][C:2]1[C:3]([N+:12]([O-])=O)=[CH:4][CH:5]=[C:6]2[C:11]=1[N:10]=[CH:9][CH:8]=[CH:7]2.C([O-])=O.[NH4+]. Product: [NH2:12][C:3]1[C:2]([CH3:1])=[C:11]2[C:6]([CH:7]=[CH:8][CH:9]=[N:10]2)=[CH:5][CH:4]=1. The catalyst class is: 29. (9) Product: [N:20]1([C:2]2[CH:12]=[CH:11][C:5]([C:6]([OH:8])=[O:7])=[CH:4][C:3]=2[N+:13]([O-:15])=[O:14])[CH2:22][CH2:4][CH2:3][CH2:2][CH2:12][CH2:19]1. Reactant: F[C:2]1[CH:12]=[CH:11][C:5]([C:6]([O:8]CC)=[O:7])=[CH:4][C:3]=1[N+:13]([O-:15])=[O:14].[OH-].[Li+].O.[CH3:19][N:20]([CH:22]=O)C. The catalyst class is: 1.